From a dataset of NCI-60 drug combinations with 297,098 pairs across 59 cell lines. Regression. Given two drug SMILES strings and cell line genomic features, predict the synergy score measuring deviation from expected non-interaction effect. (1) Drug 1: C1=NC2=C(N1)C(=S)N=C(N2)N. Drug 2: CC12CCC3C(C1CCC2OP(=O)(O)O)CCC4=C3C=CC(=C4)OC(=O)N(CCCl)CCCl.[Na+]. Cell line: NCIH23. Synergy scores: CSS=52.7, Synergy_ZIP=-3.16, Synergy_Bliss=-5.55, Synergy_Loewe=-42.0, Synergy_HSA=-4.70. (2) Drug 1: CNC(=O)C1=NC=CC(=C1)OC2=CC=C(C=C2)NC(=O)NC3=CC(=C(C=C3)Cl)C(F)(F)F. Drug 2: C1=NNC2=C1C(=O)NC=N2. Cell line: HCT116. Synergy scores: CSS=9.58, Synergy_ZIP=-2.73, Synergy_Bliss=3.57, Synergy_Loewe=1.48, Synergy_HSA=2.09.